From a dataset of NCI-60 drug combinations with 297,098 pairs across 59 cell lines. Regression. Given two drug SMILES strings and cell line genomic features, predict the synergy score measuring deviation from expected non-interaction effect. (1) Drug 1: CN1C2=C(C=C(C=C2)N(CCCl)CCCl)N=C1CCCC(=O)O.Cl. Drug 2: C1CN(P(=O)(OC1)NCCCl)CCCl. Cell line: KM12. Synergy scores: CSS=1.95, Synergy_ZIP=3.29, Synergy_Bliss=5.46, Synergy_Loewe=2.56, Synergy_HSA=2.79. (2) Drug 1: C1CC(=O)NC(=O)C1N2CC3=C(C2=O)C=CC=C3N. Drug 2: C1=CC(=CC=C1CCC2=CNC3=C2C(=O)NC(=N3)N)C(=O)NC(CCC(=O)O)C(=O)O. Cell line: T-47D. Synergy scores: CSS=3.26, Synergy_ZIP=-2.60, Synergy_Bliss=-2.81, Synergy_Loewe=-1.42, Synergy_HSA=-1.16. (3) Drug 1: C1=NC2=C(N1)C(=S)N=C(N2)N. Drug 2: C1=NC2=C(N=C(N=C2N1C3C(C(C(O3)CO)O)O)F)N. Cell line: SF-539. Synergy scores: CSS=27.9, Synergy_ZIP=2.10, Synergy_Bliss=1.80, Synergy_Loewe=-8.90, Synergy_HSA=2.02. (4) Drug 1: CC1C(C(CC(O1)OC2CC(CC3=C2C(=C4C(=C3O)C(=O)C5=C(C4=O)C(=CC=C5)OC)O)(C(=O)CO)O)N)O.Cl. Drug 2: CC1C(C(CC(O1)OC2CC(CC3=C2C(=C4C(=C3O)C(=O)C5=C(C4=O)C(=CC=C5)OC)O)(C(=O)C)O)N)O.Cl. Cell line: SF-295. Synergy scores: CSS=17.2, Synergy_ZIP=1.46, Synergy_Bliss=0.326, Synergy_Loewe=-18.6, Synergy_HSA=-1.33. (5) Drug 1: CC12CCC(CC1=CCC3C2CCC4(C3CC=C4C5=CN=CC=C5)C)O. Drug 2: COC1=CC(=CC(=C1O)OC)C2C3C(COC3=O)C(C4=CC5=C(C=C24)OCO5)OC6C(C(C7C(O6)COC(O7)C8=CC=CS8)O)O. Cell line: TK-10. Synergy scores: CSS=17.1, Synergy_ZIP=-5.86, Synergy_Bliss=-0.366, Synergy_Loewe=-10.8, Synergy_HSA=-0.243. (6) Drug 1: CC1C(C(CC(O1)OC2CC(CC3=C2C(=C4C(=C3O)C(=O)C5=C(C4=O)C(=CC=C5)OC)O)(C(=O)C)O)N)O.Cl. Drug 2: C1=CC(=CC=C1C#N)C(C2=CC=C(C=C2)C#N)N3C=NC=N3. Cell line: MOLT-4. Synergy scores: CSS=56.1, Synergy_ZIP=4.41, Synergy_Bliss=5.40, Synergy_Loewe=-40.9, Synergy_HSA=5.60. (7) Drug 1: C1CCN(CC1)CCOC2=CC=C(C=C2)C(=O)C3=C(SC4=C3C=CC(=C4)O)C5=CC=C(C=C5)O. Drug 2: CCC1=C2CN3C(=CC4=C(C3=O)COC(=O)C4(CC)O)C2=NC5=C1C=C(C=C5)O. Cell line: OVCAR-8. Synergy scores: CSS=34.0, Synergy_ZIP=3.29, Synergy_Bliss=3.62, Synergy_Loewe=-29.4, Synergy_HSA=2.04. (8) Drug 1: C1=CC(=CC=C1C#N)C(C2=CC=C(C=C2)C#N)N3C=NC=N3. Drug 2: CC1C(C(CC(O1)OC2CC(CC3=C2C(=C4C(=C3O)C(=O)C5=CC=CC=C5C4=O)O)(C(=O)C)O)N)O. Cell line: HS 578T. Synergy scores: CSS=48.8, Synergy_ZIP=-1.04, Synergy_Bliss=-1.12, Synergy_Loewe=-0.643, Synergy_HSA=3.52. (9) Drug 1: C(CC(=O)O)C(=O)CN.Cl. Drug 2: C(CN)CNCCSP(=O)(O)O. Cell line: HCT116. Synergy scores: CSS=0.328, Synergy_ZIP=-1.29, Synergy_Bliss=0.520, Synergy_Loewe=-2.47, Synergy_HSA=-1.89.